Regression. Given two drug SMILES strings and cell line genomic features, predict the synergy score measuring deviation from expected non-interaction effect. From a dataset of NCI-60 drug combinations with 297,098 pairs across 59 cell lines. (1) Drug 1: C(CC(=O)O)C(=O)CN.Cl. Drug 2: CC(C)CN1C=NC2=C1C3=CC=CC=C3N=C2N. Cell line: HCC-2998. Synergy scores: CSS=16.5, Synergy_ZIP=0.190, Synergy_Bliss=-1.22, Synergy_Loewe=1.71, Synergy_HSA=-1.73. (2) Drug 1: CC12CCC(CC1=CCC3C2CCC4(C3CC=C4C5=CN=CC=C5)C)O. Drug 2: CC(C1=C(C=CC(=C1Cl)F)Cl)OC2=C(N=CC(=C2)C3=CN(N=C3)C4CCNCC4)N. Cell line: HCC-2998. Synergy scores: CSS=21.0, Synergy_ZIP=-0.426, Synergy_Bliss=3.47, Synergy_Loewe=-1.89, Synergy_HSA=0.995.